This data is from Forward reaction prediction with 1.9M reactions from USPTO patents (1976-2016). The task is: Predict the product of the given reaction. (1) Given the reactants [O:1]1CCC[O:3][CH:2]1[C:7]1[CH:8]=[C:9]([CH:17]([C:19]2[CH:24]=[CH:23][C:22]([CH3:25])=[CH:21][CH:20]=2)[OH:18])[CH:10]=[C:11]([O:15][CH3:16])[C:12]=1[O:13][CH3:14].[Na+].[Cl-], predict the reaction product. The product is: [CH3:14][O:13][C:12]1[C:11]([O:15][CH3:16])=[CH:10][C:9]([C:17](=[O:18])[C:19]2[CH:20]=[CH:21][C:22]([CH3:25])=[CH:23][CH:24]=2)=[CH:8][C:7]=1[C:2]([OH:3])=[O:1]. (2) Given the reactants [CH3:1][O:2][N:3]=[CH:4][C:5]1[C:6]([NH2:12])=[N:7][CH:8]=[N:9][C:10]=1Cl.[NH2:13][C:14]1[CH:19]=[CH:18][C:17]([OH:20])=[CH:16][C:15]=1[Cl:21], predict the reaction product. The product is: [CH3:1][O:2][N:3]=[CH:4][C:5]1[C:6]([NH2:12])=[N:7][CH:8]=[N:9][C:10]=1[O:20][C:17]1[CH:18]=[CH:19][C:14]([NH2:13])=[C:15]([Cl:21])[CH:16]=1. (3) Given the reactants NOC[O:4][C@@H:5]1[C@H:9]([OH:10])[C@@H:8]([CH2:11][OH:12])[O:7][C@H:6]1[N:13]1[CH:20]=[CH:19][C:17](=[O:18])[NH:16][C:14]1=[O:15].C=C(CCC[C@H]([C@@H]1[C@]2(C)[C@H]([C@H]3[C@H](CC2)[C@]2(C)C(CC(=O)CC2)CC3)CC1)C)C.S(Cl)(C1C2C=CC=C(N(C)C)C=2C=CC=1)(=O)=O.[C@@H]1(N2C=CC(=O)NC2=O)O[C@H](CO)[C@@H](O)[C@H]1O.[CH3:83][CH2:84][CH2:85][CH2:86][N+:87]([CH2:96][CH2:97][CH2:98][CH3:99])([CH2:92][CH2:93][CH2:94][CH3:95])[CH2:88][CH2:89][CH2:90][CH3:91].[F-:100].C1COCC1.[C@@H]1(N2C=CC(N)=NC2=O)O[C@H](CO)[C@@H](O)[C@H]1O, predict the reaction product. The product is: [CH3:95][CH2:94][CH2:93][CH2:92][N+:87]([CH2:96][CH2:97][CH2:98][CH3:99])([CH2:86][CH2:85][CH2:84][CH3:83])[CH2:88][CH2:89][CH2:90][CH3:91].[F-:100].[C@@H:6]1([N:13]2[CH:20]=[CH:19][C:17](=[O:18])[NH:16][C:14]2=[O:15])[O:7][C@H:8]([CH2:11][OH:12])[C@@H:9]([OH:10])[C@H:5]1[OH:4]. (4) Given the reactants [N+:1]([C:4]1[CH:5]=[CH:6][C:7]([NH:14][S:15]([C:18]2[CH:23]=[CH:22][CH:21]=[CH:20][CH:19]=2)(=[O:17])=[O:16])=[C:8]([CH:13]=1)[C:9]([O:11]C)=[O:10])([O-:3])=[O:2].O.O.[OH-].[Li+].Cl, predict the reaction product. The product is: [N+:1]([C:4]1[CH:5]=[CH:6][C:7]([NH:14][S:15]([C:18]2[CH:19]=[CH:20][CH:21]=[CH:22][CH:23]=2)(=[O:17])=[O:16])=[C:8]([CH:13]=1)[C:9]([OH:11])=[O:10])([O-:3])=[O:2].